From a dataset of Catalyst prediction with 721,799 reactions and 888 catalyst types from USPTO. Predict which catalyst facilitates the given reaction. (1) Reactant: CC1(C)C(C)(C)OB([C:9]2[CH:18]=[C:17]3[C:12]([CH:13]=[C:14]([NH:19][C:20]([CH:22]4[CH2:24][CH2:23]4)=[O:21])[N:15]=[CH:16]3)=[CH:11][CH:10]=2)O1.Br[C:27]1[CH:32]=[C:31]([O:33][CH3:34])[CH:30]=[CH:29][C:28]=1[CH3:35].C(=O)([O-])[O-].[Cs+].[Cs+]. Product: [CH3:34][O:33][C:31]1[CH:30]=[CH:29][C:28]([CH3:35])=[C:27]([C:9]2[CH:18]=[C:17]3[C:12]([CH:13]=[C:14]([NH:19][C:20]([CH:22]4[CH2:23][CH2:24]4)=[O:21])[N:15]=[CH:16]3)=[CH:11][CH:10]=2)[CH:32]=1. The catalyst class is: 117. (2) Reactant: [C:1](OC(=O)C)(=O)[CH3:2].[NH2:8][C:9]1[C:14]([NH2:15])=[CH:13][C:12]([N+:16]([O-:18])=[O:17])=[CH:11][N:10]=1. Product: [CH3:1][C:2]1[NH:8][C:9]2=[N:10][CH:11]=[C:12]([N+:16]([O-:18])=[O:17])[CH:13]=[C:14]2[N:15]=1. The catalyst class is: 15. (3) Reactant: Cl.[NH2:2][C@@H:3]1[C:11]2[C:6](=[C:7]([C:12]3[S:16][C:15]([C:17]4[CH:18]=[CH:19][C:20]([O:25][CH:26]([CH3:28])[CH3:27])=[C:21]([CH:24]=4)[C:22]#[N:23])=[N:14][N:13]=3)[CH:8]=[CH:9][CH:10]=2)[CH2:5][CH2:4]1.Cl[C:30]([O:32][CH3:33])=[O:31]. Product: [C:22]([C:21]1[CH:24]=[C:17]([C:15]2[S:16][C:12]([C:7]3[CH:8]=[CH:9][CH:10]=[C:11]4[C:6]=3[CH2:5][CH2:4][C@@H:3]4[NH:2][C:30](=[O:31])[O:32][CH3:33])=[N:13][N:14]=2)[CH:18]=[CH:19][C:20]=1[O:25][CH:26]([CH3:28])[CH3:27])#[N:23]. The catalyst class is: 2. (4) Reactant: [CH3:1][O:2][C:3]([C:5]1[CH:10]=[C:9]([O:11]C)[CH:8]=[CH:7][C:6]=1[Br:13])=[O:4].B(Br)(Br)Br.CO. Product: [CH3:1][O:2][C:3]([C:5]1[CH:10]=[C:9]([OH:11])[CH:8]=[CH:7][C:6]=1[Br:13])=[O:4]. The catalyst class is: 4.